Task: Predict which catalyst facilitates the given reaction.. Dataset: Catalyst prediction with 721,799 reactions and 888 catalyst types from USPTO (1) Reactant: [N+:1]([C:4]1[CH:5]=[C:6]([CH:18]=[CH:19][CH:20]=1)[O:7][C:8]1[CH:13]=[CH:12][N:11]2[N:14]=[C:15]([NH2:17])[N:16]=[C:10]2[CH:9]=1)([O-:3])=[O:2].[CH:21]1([C:24](Cl)=[O:25])[CH2:23][CH2:22]1. Product: [N+:1]([C:4]1[CH:5]=[C:6]([CH:18]=[CH:19][CH:20]=1)[O:7][C:8]1[CH:13]=[CH:12][N:11]2[N:14]=[C:15]([NH:17][C:24]([CH:21]3[CH2:23][CH2:22]3)=[O:25])[N:16]=[C:10]2[CH:9]=1)([O-:3])=[O:2]. The catalyst class is: 80. (2) Reactant: [B:1]([C:4]1[CH:5]=[C:6]([CH:10]=[CH:11][C:12]=1[O:13][CH3:14])[C:7](O)=[O:8])([OH:3])[OH:2].[CH3:15][NH:16][CH3:17].CN(C(ON1N=NC2C=CC=NC1=2)=[N+](C)C)C.F[P-](F)(F)(F)(F)F.CN1CCOCC1. Product: [CH3:15][N:16]([CH3:17])[C:7]([C:6]1[CH:10]=[CH:11][C:12]([O:13][CH3:14])=[C:4]([B:1]([OH:3])[OH:2])[CH:5]=1)=[O:8]. The catalyst class is: 3. (3) Reactant: [CH3:1][C:2]1([CH3:21])[N:5]([C:6](=[O:9])[CH2:7][OH:8])[N:4]([CH:10]2[CH:17]3[CH2:18][CH:13]4[CH2:14][CH:15]([CH2:19][CH:11]2[CH2:12]4)[CH2:16]3)[C:3]1=[O:20].[OH-].[Na+].[Br:24][C:25]1[CH:26]=[CH:27][C:28](F)=[N:29][CH:30]=1.O. Product: [Br:24][C:25]1[CH:26]=[CH:27][C:28]([O:8][CH2:7][C:6]([N:5]2[C:2]([CH3:21])([CH3:1])[C:3](=[O:20])[N:4]2[CH:10]2[CH:11]3[CH2:12][CH:13]4[CH2:14][CH:15]([CH2:16][CH:17]2[CH2:18]4)[CH2:19]3)=[O:9])=[N:29][CH:30]=1. The catalyst class is: 9. (4) Reactant: C([O:8][C@H:9]1[C@H:14]([O:15]CC2C=CC=CC=2)[C@@H:13]([O:23]CC2C=CC=CC=2)[C@H:12]([C:31]2[CH:36]=[CH:35][C:34]([Cl:37])=[C:33]([CH2:38][C:39]3[CH:44]=[CH:43][C:42]([O:45][CH2:46][CH3:47])=[CH:41][CH:40]=3)[CH:32]=2)[O:11][C:10]1([CH2:50][OH:51])[CH2:48][OH:49])C1C=CC=CC=1.Cl. Product: [Cl:37][C:34]1[CH:35]=[CH:36][C:31]([C@@H:12]2[O:11][C:10]([CH2:50][OH:51])([CH2:48][OH:49])[C@@H:9]([OH:8])[C@H:14]([OH:15])[C@H:13]2[OH:23])=[CH:32][C:33]=1[CH2:38][C:39]1[CH:40]=[CH:41][C:42]([O:45][CH2:46][CH3:47])=[CH:43][CH:44]=1. The catalyst class is: 19. (5) Reactant: [CH3:1][O:2][C:3]([C:5]1[CH:6]=[N:7][C:8](S(C)(=O)=O)=[N:9][CH:10]=1)=[O:4].O.O.O.[O-:18][C:19]1[CH:24]=[CH:23][CH:22]=[CH:21][CH:20]=1.[Na+].O. Product: [CH3:1][O:2][C:3]([C:5]1[CH:6]=[N:7][C:8]([O:18][C:19]2[CH:24]=[CH:23][CH:22]=[CH:21][CH:20]=2)=[N:9][CH:10]=1)=[O:4]. The catalyst class is: 37. (6) Reactant: [N:1]1[CH:6]=[CH:5][C:4]([CH:7]2[S:12][C:11]3[CH:13]=[CH:14][CH:15]=[CH:16][C:10]=3[NH:9][C:8]2=O)=[CH:3][CH:2]=1. Product: [N:1]1[CH:6]=[CH:5][C:4]([CH:7]2[S:12][C:11]3[CH:13]=[CH:14][CH:15]=[CH:16][C:10]=3[NH:9][CH2:8]2)=[CH:3][CH:2]=1. The catalyst class is: 1.